This data is from Forward reaction prediction with 1.9M reactions from USPTO patents (1976-2016). The task is: Predict the product of the given reaction. Given the reactants [Si:1]([O:8][C@H:9]1[C@H:13]2[O:14][CH2:15][CH:16]([CH2:17][C:18]#[C:19][C:20]3[C:25]([NH:26]C(=O)OC(C)(C)C)=[CH:24][C:23]([F:34])=[C:22]([Cl:35])[N:21]=3)[C@H:12]2[O:11][CH2:10]1)([C:4]([CH3:7])([CH3:6])[CH3:5])([CH3:3])[CH3:2].C1CCN2C(=NCCC2)CC1, predict the reaction product. The product is: [Si:1]([O:8][C@H:9]1[C@H:13]2[O:14][CH2:15][CH:16]([CH2:17][C:18]3[NH:26][C:25]4[C:20](=[N:21][C:22]([Cl:35])=[C:23]([F:34])[CH:24]=4)[CH:19]=3)[C@H:12]2[O:11][CH2:10]1)([C:4]([CH3:6])([CH3:5])[CH3:7])([CH3:2])[CH3:3].